This data is from Retrosynthesis with 50K atom-mapped reactions and 10 reaction types from USPTO. The task is: Predict the reactants needed to synthesize the given product. (1) The reactants are: COc1cc2c(Nc3ccc(Cl)cc3F)ncnc2cc1O.O=C1NCCN1CCO. Given the product COc1cc2c(Nc3ccc(Cl)cc3F)ncnc2cc1OCCN1CCNC1=O, predict the reactants needed to synthesize it. (2) The reactants are: CC1(C)OB(c2cnc(N)nc2)OC1(C)C.CS(=O)(=O)N1CCN(Cc2cc3nc(Cl)nc(N4CCOCC4)c3o2)CC1. Given the product CS(=O)(=O)N1CCN(Cc2cc3nc(-c4cnc(N)nc4)nc(N4CCOCC4)c3o2)CC1, predict the reactants needed to synthesize it. (3) Given the product CCOC(=O)C(=O)c1csc(NC(=O)Nc2ccc(Cl)c(Cl)c2)n1, predict the reactants needed to synthesize it. The reactants are: CCOC(=O)C(=O)c1csc(N)n1.O=C=Nc1ccc(Cl)c(Cl)c1. (4) Given the product CC(C)[C@H](NC(=O)OCc1ccccc1)C(=O)N[C@@H](C)C(=O)N[C@@H](CC(=O)OC(C)(C)C)C(O)c1nc2ccccc2o1, predict the reactants needed to synthesize it. The reactants are: CC(C)[C@H](NC(=O)OCc1ccccc1)C(=O)N[C@@H](C)C(=O)NC(CC(=O)OC(C)(C)C)C(=O)c1nc2ccccc2o1. (5) Given the product CN1CCN(c2cc(Nc3ncc(C#N)s3)nc(SCCNC(=O)OC(C)(C)C)n2)CC1, predict the reactants needed to synthesize it. The reactants are: CC(C)(C)OC(=O)NCCSc1nc(Cl)cc(Nc2ncc(C#N)s2)n1.CN1CCNCC1. (6) Given the product COc1cc2nc(Cl)nc(SC3CCNCC3)c2cc1OC, predict the reactants needed to synthesize it. The reactants are: COc1cc2nc(Cl)nc(SC3CCN(C(=O)OC(C)(C)C)CC3)c2cc1OC.